Dataset: Catalyst prediction with 721,799 reactions and 888 catalyst types from USPTO. Task: Predict which catalyst facilitates the given reaction. Reactant: [CH:1]1([C:5](=O)[CH2:6][C:7]#[N:8])[CH2:4][CH2:3][CH2:2]1.[NH2:10][NH2:11]. Product: [CH:1]1([C:5]2[NH:11][N:10]=[C:7]([NH2:8])[CH:6]=2)[CH2:4][CH2:3][CH2:2]1. The catalyst class is: 14.